Regression. Given a peptide amino acid sequence and an MHC pseudo amino acid sequence, predict their binding affinity value. This is MHC class I binding data. From a dataset of Peptide-MHC class I binding affinity with 185,985 pairs from IEDB/IMGT. (1) The peptide sequence is LTHVKINDK. The MHC is H-2-Db with pseudo-sequence H-2-Db. The binding affinity (normalized) is 0. (2) The peptide sequence is YRYLCLIQKAL. The MHC is Mamu-B03 with pseudo-sequence Mamu-B03. The binding affinity (normalized) is 0.670. (3) The peptide sequence is GLYSSTVPV. The MHC is HLA-A30:01 with pseudo-sequence HLA-A30:01. The binding affinity (normalized) is 0.127. (4) The peptide sequence is ATNNVFRLK. The MHC is HLA-A11:01 with pseudo-sequence HLA-A11:01. The binding affinity (normalized) is 0.610. (5) The peptide sequence is VAGVTLVPI. The MHC is H-2-Db with pseudo-sequence H-2-Db. The binding affinity (normalized) is 0.326. (6) The binding affinity (normalized) is 1.00. The MHC is HLA-A68:02 with pseudo-sequence HLA-A68:02. The peptide sequence is ELSRLRYNL. (7) The peptide sequence is EEVVLKNGEL. The MHC is HLA-B40:01 with pseudo-sequence HLA-B40:01. The binding affinity (normalized) is 0.830. (8) The peptide sequence is RDWAHNSL. The MHC is HLA-A02:01 with pseudo-sequence HLA-A02:01. The binding affinity (normalized) is 0.